Dataset: TCR-epitope binding with 47,182 pairs between 192 epitopes and 23,139 TCRs. Task: Binary Classification. Given a T-cell receptor sequence (or CDR3 region) and an epitope sequence, predict whether binding occurs between them. (1) The epitope is LVLSVNPYV. The TCR CDR3 sequence is CASSQAGVNEQFF. Result: 1 (the TCR binds to the epitope). (2) The epitope is EILDITPCSF. The TCR CDR3 sequence is CASSAGLSRGYEQYF. Result: 1 (the TCR binds to the epitope). (3) The epitope is YVFCTVNAL. The TCR CDR3 sequence is CASSLERGAYNEQFF. Result: 1 (the TCR binds to the epitope). (4) The epitope is KLSYGIATV. The TCR CDR3 sequence is CASSPSGIYEQYF. Result: 1 (the TCR binds to the epitope).